Dataset: Forward reaction prediction with 1.9M reactions from USPTO patents (1976-2016). Task: Predict the product of the given reaction. Given the reactants [CH:1]1([C:6]2[O:10][N:9]=[C:8]([C:11]3[C:16]([Cl:17])=[CH:15][CH:14]=[CH:13][C:12]=3[Cl:18])[C:7]=2[CH2:19][O:20][C:21]2[CH:26]=[CH:25][C:24]([C:27]3[CH:28]=[C:29]4[C:34](=[CH:35][CH:36]=3)[N:33]=[C:32]([C:37]([O:39]C)=[O:38])[CH:31]=[CH:30]4)=[CH:23][CH:22]=2)[CH2:5][CH2:4][CH2:3][CH2:2]1.O1CCCC1.[OH-].[Na+].Cl, predict the reaction product. The product is: [CH:1]1([C:6]2[O:10][N:9]=[C:8]([C:11]3[C:16]([Cl:17])=[CH:15][CH:14]=[CH:13][C:12]=3[Cl:18])[C:7]=2[CH2:19][O:20][C:21]2[CH:22]=[CH:23][C:24]([C:27]3[CH:28]=[C:29]4[C:34](=[CH:35][CH:36]=3)[N:33]=[C:32]([C:37]([OH:39])=[O:38])[CH:31]=[CH:30]4)=[CH:25][CH:26]=2)[CH2:2][CH2:3][CH2:4][CH2:5]1.